This data is from Full USPTO retrosynthesis dataset with 1.9M reactions from patents (1976-2016). The task is: Predict the reactants needed to synthesize the given product. (1) Given the product [Br:45][CH2:31][C:3]1[CH:4]=[C:5]([C@H:8]2[C@@H:13]([O:14][CH2:15][O:16][CH3:17])[C@H:12]([O:18][CH2:19][O:20][CH3:21])[C@H:11]([O:22][CH2:23][O:24][CH3:25])[CH:10]([CH2:26][O:27][CH2:28][O:29][CH3:30])[O:9]2)[CH:6]=[CH:7][C:2]=1[Cl:1], predict the reactants needed to synthesize it. The reactants are: [Cl:1][C:2]1[CH:7]=[CH:6][C:5]([C@H:8]2[C@@H:13]([O:14][CH2:15][O:16][CH3:17])[C@H:12]([O:18][CH2:19][O:20][CH3:21])[C@H:11]([O:22][CH2:23][O:24][CH3:25])[CH:10]([CH2:26][O:27][CH2:28][O:29][CH3:30])[O:9]2)=[CH:4][C:3]=1[CH2:31]O.C(N(CC)CC)C.CS(Cl)(=O)=O.[Br-:45].[Li+]. (2) Given the product [CH3:1][O:2][C:3]1[CH:4]=[CH:5][C:6]([CH2:7][O:8][C@@H:9]2[C@@H:17]([CH:18]([OH:19])[CH3:35])[O:16][C@H:15]3[C@H:11]([N:12]=[C:13]([N:20]([CH3:22])[CH3:21])[S:14]3)[C@H:10]2[O:23][CH2:24][C:25]2[CH:26]=[CH:27][C:28]([O:31][CH3:32])=[CH:29][CH:30]=2)=[CH:33][CH:34]=1, predict the reactants needed to synthesize it. The reactants are: [CH3:1][O:2][C:3]1[CH:34]=[CH:33][C:6]([CH2:7][O:8][C@@H:9]2[C@@H:17]([CH:18]=[O:19])[O:16][C@H:15]3[C@H:11]([N:12]=[C:13]([N:20]([CH3:22])[CH3:21])[S:14]3)[C@H:10]2[O:23][CH2:24][C:25]2[CH:30]=[CH:29][C:28]([O:31][CH3:32])=[CH:27][CH:26]=2)=[CH:5][CH:4]=1.[CH3:35][Mg]Br.